Dataset: M1 muscarinic receptor antagonist screen with 61,756 compounds. Task: Binary Classification. Given a drug SMILES string, predict its activity (active/inactive) in a high-throughput screening assay against a specified biological target. (1) The compound is O=C1N(C(=O)c2c1c(NC(=O)Cc1ccccc1)ccc2)C. The result is 0 (inactive). (2) The drug is S(CC(C)C)c1n(c2c(n1)cccc2)CC(=O)N. The result is 0 (inactive). (3) The compound is S(=O)(=O)(N(CC(=O)Nc1ncc(cc1)C)c1ccc(OC)cc1)c1c(onc1C)C. The result is 0 (inactive). (4) The compound is S(=O)(=O)(NCC(=O)N(CC(=O)NCC1OCCC1)c1c(cccc1C)C)c1ccc(OC)cc1. The result is 0 (inactive). (5) The molecule is n12nc(nc1nc(cc2C)C)CCc1nn2c(n1)nc(cc2C)C. The result is 0 (inactive). (6) The compound is O1C(n2c3ncnc(NC4CCCC4)c3nc2)C(O)C(O)C1CO. The result is 0 (inactive). (7) The drug is O1c2n[nH]c(c2C(c2c(OCC)cccc2)C(=C1N)C#N)CCC. The result is 0 (inactive).